Dataset: Reaction yield outcomes from USPTO patents with 853,638 reactions. Task: Predict the reaction yield, written as a fraction of the theoretical maximum amount of product (1.0 means a 100% yield; for example, 0.34 means a 34% yield). (1) The reactants are O=P(Cl)(Cl)Cl.C([N:9]([C:11](=[O:15])[CH2:12][C:13]#[N:14])[NH2:10])(=O)C.[C:16]1(C)C=CC=C[CH:17]=1. No catalyst specified. The product is [CH3:16][C:17]1[O:15][C:11]([CH2:12][C:13]#[N:14])=[N:9][N:10]=1. The yield is 0.700. (2) The reactants are Br[C:2]1[CH:3]=[C:4]([Cl:25])[C:5]([C:8]([F:24])([F:23])[CH2:9][NH:10][C:11](=[O:22])[C:12]2[CH:17]=[CH:16][CH:15]=[CH:14][C:13]=2[C:18]([F:21])([F:20])[F:19])=[N:6][CH:7]=1.[F:26][C:27]([F:38])([F:37])[C:28]1[N:33]=[CH:32][C:31](B(O)O)=[CH:30][CH:29]=1.C(=O)([O-])[O-].[Na+].[Na+]. The catalyst is O1CCOCC1.C1(P(C2C=CC=CC=2)[C-]2C=CC=C2)C=CC=CC=1.[C-]1(P(C2C=CC=CC=2)C2C=CC=CC=2)C=CC=C1.[Fe+2]. The product is [Cl:25][C:4]1[CH:3]=[C:2]([C:31]2[CH:32]=[N:33][C:28]([C:27]([F:38])([F:37])[F:26])=[CH:29][CH:30]=2)[CH:7]=[N:6][C:5]=1[C:8]([F:24])([F:23])[CH2:9][NH:10][C:11](=[O:22])[C:12]1[CH:17]=[CH:16][CH:15]=[CH:14][C:13]=1[C:18]([F:21])([F:20])[F:19]. The yield is 0.429. (3) The reactants are Br.[CH2:2]([C:4]1[N:5]=[C:6]([C@@H:9]([NH2:20])[CH2:10][C:11]2[CH:16]=[CH:15][C:14]([N+:17]([O-:19])=[O:18])=[CH:13][CH:12]=2)[S:7][CH:8]=1)[CH3:3].[CH2:21]([CH:28]([C:32]([O:34][CH2:35][CH3:36])=[O:33])[C:29](O)=[O:30])[C:22]1[CH:27]=[CH:26][CH:25]=[CH:24][CH:23]=1.ON1C2C=CC=CC=2N=N1.CN(C)CCCN=C=NCC.C(N(C(C)C)CC)(C)C. The catalyst is CN(C=O)C.O. The product is [CH2:35]([O:34][C:32](=[O:33])[CH:28]([CH2:21][C:22]1[CH:27]=[CH:26][CH:25]=[CH:24][CH:23]=1)[C:29]([NH:20][C@H:9]([C:6]1[S:7][CH:8]=[C:4]([CH2:2][CH3:3])[N:5]=1)[CH2:10][C:11]1[CH:16]=[CH:15][C:14]([N+:17]([O-:19])=[O:18])=[CH:13][CH:12]=1)=[O:30])[CH3:36]. The yield is 0.310. (4) The reactants are [F:1][C:2]1[CH:26]=[C:25]([F:27])[CH:24]=[CH:23][C:3]=1[CH2:4][C@H:5]([CH2:21][CH3:22])[C:6](N1[C@H](C)[C@H](C2C=CC=CC=2)OC1=O)=[O:7].C1COCC1.[BH4-].[Na+]. The catalyst is O. The product is [F:1][C:2]1[CH:26]=[C:25]([F:27])[CH:24]=[CH:23][C:3]=1[CH2:4][C@H:5]([CH2:21][CH3:22])[CH2:6][OH:7]. The yield is 0.460. (5) The reactants are [CH3:1][C:2]1[CH:3]=[CH:4][C:5]2[O:15][CH2:14][CH2:13][C:12]3[C:8](=[N:9][O:10][C:11]=3O)[C:6]=2[CH:7]=1.C(OCC)(=O)C.P(Cl)(Cl)([Cl:25])=O. No catalyst specified. The product is [Cl:25][C:11]1[O:10][N:9]=[C:8]2[C:6]3[CH:7]=[C:2]([CH3:1])[CH:3]=[CH:4][C:5]=3[O:15][CH2:14][CH2:13][C:12]=12. The yield is 0.891. (6) The reactants are [C:1]1([C:7]2[S:8][C:9]3[C:15]([C:16](O)=[O:17])=[CH:14][CH:13]=[CH:12][C:10]=3[N:11]=2)[CH:6]=[CH:5][CH:4]=[CH:3][CH:2]=1.[H-].[Al+3].[Li+].[H-].[H-].[H-]. No catalyst specified. The product is [C:1]1([C:7]2[S:8][C:9]3[C:15]([CH2:16][OH:17])=[CH:14][CH:13]=[CH:12][C:10]=3[N:11]=2)[CH:2]=[CH:3][CH:4]=[CH:5][CH:6]=1. The yield is 0.940. (7) The reactants are [Cl:1][C:2]1[CH:10]=[CH:9][C:8]([N:11]2[CH2:16][CH2:15][N:14]([CH3:17])[CH2:13][CH2:12]2)=[CH:7][C:3]=1[C:4]([OH:6])=O.Cl.[NH2:19][C:20]1[CH:45]=[CH:44][C:23]2[CH2:24][CH2:25][C:26]3[C:27]([C:41]([NH2:43])=[O:42])=[N:28][N:29]([C:31]4[CH:36]=[CH:35][C:34]([S:37]([CH3:40])(=[O:39])=[O:38])=[CH:33][CH:32]=4)[C:30]=3[C:22]=2[CH:21]=1.C(N(C(C)C)CC)(C)C.CN(C(ON1N=NC2C=CC=NC1=2)=[N+](C)C)C.F[P-](F)(F)(F)(F)F. The catalyst is CN(C=O)C. The product is [Cl:1][C:2]1[CH:10]=[CH:9][C:8]([N:11]2[CH2:16][CH2:15][N:14]([CH3:17])[CH2:13][CH2:12]2)=[CH:7][C:3]=1[C:4]([NH:19][C:20]1[CH:45]=[CH:44][C:23]2[CH2:24][CH2:25][C:26]3[C:27]([C:41]([NH2:43])=[O:42])=[N:28][N:29]([C:31]4[CH:32]=[CH:33][C:34]([S:37]([CH3:40])(=[O:39])=[O:38])=[CH:35][CH:36]=4)[C:30]=3[C:22]=2[CH:21]=1)=[O:6]. The yield is 0.890. (8) The reactants are [CH2:1]([O:3][C:4](=[O:37])[CH2:5][CH2:6][CH2:7][O:8][C:9]1[CH:14]=[CH:13][CH:12]=[C:11]([CH2:15][CH2:16][CH2:17][CH2:18][CH2:19][CH2:20][O:21][C:22]2[CH:27]=[C:26](Br)[CH:25]=[C:24](Br)[CH:23]=2)[C:10]=1[CH2:30][CH2:31][C:32]([O:34][CH2:35][CH3:36])=[O:33])[CH3:2].[N:38]1[CH:43]=[CH:42][C:41](B(O)O)=[CH:40][CH:39]=1.C(=O)([O-])[O-].[Na+].[Na+]. The catalyst is C(COC)OC.C(O)C.O.C(OCC)(=O)C.C1C=CC([P]([Pd]([P](C2C=CC=CC=2)(C2C=CC=CC=2)C2C=CC=CC=2)([P](C2C=CC=CC=2)(C2C=CC=CC=2)C2C=CC=CC=2)[P](C2C=CC=CC=2)(C2C=CC=CC=2)C2C=CC=CC=2)(C2C=CC=CC=2)C2C=CC=CC=2)=CC=1. The product is [CH2:1]([O:3][C:4](=[O:37])[CH2:5][CH2:6][CH2:7][O:8][C:9]1[CH:14]=[CH:13][CH:12]=[C:11]([CH2:15][CH2:16][CH2:17][CH2:18][CH2:19][CH2:20][O:21][C:22]2[CH:27]=[C:26]([C:41]3[CH:42]=[CH:43][N:38]=[CH:39][CH:40]=3)[CH:25]=[C:24]([C:41]3[CH:42]=[CH:43][N:38]=[CH:39][CH:40]=3)[CH:23]=2)[C:10]=1[CH2:30][CH2:31][C:32]([O:34][CH2:35][CH3:36])=[O:33])[CH3:2]. The yield is 0.640. (9) The reactants are [N:1]([CH2:4][CH2:5][CH2:6][C:7]1([C:26]2[CH:31]=[CH:30][CH:29]=[CH:28][CH:27]=2)[N:11]([C:12]2[S:13][C:14]([Br:17])=[N:15][N:16]=2)[N:10]=[C:9]([C:18]2[CH:23]=[C:22]([F:24])[CH:21]=[CH:20][C:19]=2[F:25])[S:8]1)=[N+]=[N-].O.C1(P(C2C=CC=CC=2)C2C=CC=CC=2)C=CC=CC=1. The catalyst is C1COCC1. The product is [Br:17][C:14]1[S:13][C:12]([N:11]2[N:10]=[C:9]([C:18]3[CH:23]=[C:22]([F:24])[CH:21]=[CH:20][C:19]=3[F:25])[S:8][C:7]2([CH2:6][CH2:5][CH2:4][NH2:1])[C:26]2[CH:31]=[CH:30][CH:29]=[CH:28][CH:27]=2)=[N:16][N:15]=1. The yield is 0.530. (10) The reactants are BrC1C=CC2SC(NC(=O)C3C=CC(C)=CC=3)=NC=2C=1.[Br:21][C:22]1[C:30]2[S:29][C:28]([NH:31][C:32](=[O:40])[C:33]3[CH:38]=[CH:37][C:36]([CH3:39])=[CH:35][CH:34]=3)=[N:27][C:26]=2[CH:25]=[CH:24][CH:23]=1.Br[CH:42]([CH2:47][CH3:48])[C:43]([O:45][CH3:46])=[O:44].C(=O)([O-])[O-].[K+].[K+]. The catalyst is CN(C)C=O. The product is [Br:21][C:22]1[C:30]2[S:29][C:28](=[N:31][C:32](=[O:40])[C:33]3[CH:38]=[CH:37][C:36]([CH3:39])=[CH:35][CH:34]=3)[N:27]([CH:42]([CH2:47][CH3:48])[C:43]([O:45][CH3:46])=[O:44])[C:26]=2[CH:25]=[CH:24][CH:23]=1. The yield is 0.230.